The task is: Predict the reactants needed to synthesize the given product.. This data is from Full USPTO retrosynthesis dataset with 1.9M reactions from patents (1976-2016). (1) Given the product [F:1][C:2]1[C:12]2[C:13]3[C:5]([CH2:6][C@@H:7]([N:14]4[CH2:19][CH2:18][CH:17]([NH:27][C:22]5[C:21]([NH2:28])=[CH:26][CH:25]=[CH:24][CH:23]=5)[CH2:16][CH2:15]4)[C:8]=3[CH:9]=[CH:10][CH:11]=2)=[CH:4][CH:3]=1, predict the reactants needed to synthesize it. The reactants are: [F:1][C:2]1[C:12]2[C:13]3[C:5]([CH2:6][C@@H:7]([N:14]4[CH2:19][CH2:18][C:17](=O)[CH2:16][CH2:15]4)[C:8]=3[CH:9]=[CH:10][CH:11]=2)=[CH:4][CH:3]=1.[C:21]1([NH2:28])[CH:26]=[CH:25][CH:24]=[CH:23][C:22]=1[NH2:27].C(O[BH-](OC(=O)C)OC(=O)C)(=O)C.[Na+].C(=O)([O-])[O-].[K+].[K+]. (2) Given the product [CH3:31][O:33][C:34]1[CH:35]=[C:49]2[C:48]([CH2:47][C:45]3[CH:51]=[N:44][NH:43][C:50]=32)=[CH:3][C:4]=1[C:13]1[N:14]=[N:15][C:16]([N:19]([CH3:30])[CH:20]2[CH2:25][C:24]([CH3:26])([CH3:27])[NH:23][C:22]([CH3:29])([CH3:28])[CH2:21]2)=[CH:17][CH:18]=1, predict the reactants needed to synthesize it. The reactants are: CO[C:3]1C=C2C(CCC2=O)=C[C:4]=1[C:13]1[N:14]=[N:15][C:16]([N:19]([CH3:30])[CH:20]2[CH2:25][C:24]([CH3:27])([CH3:26])[NH:23][C:22]([CH3:29])([CH3:28])[CH2:21]2)=[CH:17][CH:18]=1.[CH:31]([O:33][CH2:34][CH3:35])=O.[H-].[Na+].C(O)(=O)C.O.[NH2:43][NH2:44].[C:45]1([CH3:51])[CH:50]=[CH:49][CH:48]=[CH:47]C=1.